Dataset: Reaction yield outcomes from USPTO patents with 853,638 reactions. Task: Predict the reaction yield, written as a fraction of the theoretical maximum amount of product (1.0 means a 100% yield; for example, 0.34 means a 34% yield). (1) The reactants are [Cl-].[Al+3].[Cl-].[Cl-].ClCCCl.[CH3:9][NH2:10].ClC(Cl)C.[Br:15][C:16]1[CH:17]=[C:18]2[C:22](=[CH:23][CH:24]=1)[C:21](=[O:25])[O:20][CH2:19]2. No catalyst specified. The product is [Br:15][C:16]1[CH:24]=[CH:23][C:22]([C:21]([NH:10][CH3:9])=[O:25])=[C:18]([CH2:19][OH:20])[CH:17]=1. The yield is 0.580. (2) The reactants are [CH:1]1([C:6]([OH:8])=O)[CH2:5][CH2:4][CH2:3][CH2:2]1.CCN(C(C)C)C(C)C.CN([C:21]([O:25][N:26]1N=NC2C=CC=C[C:27]1=2)=[N+](C)C)C.[B-](F)(F)(F)F.Cl.CNOC. The catalyst is C(#N)C. The product is [CH3:21][O:25][N:26]([CH3:27])[C:6]([CH:1]1[CH2:5][CH2:4][CH2:3][CH2:2]1)=[O:8]. The yield is 0.970. (3) The reactants are [Cl:1][C:2]1[CH:7]=[CH:6][C:5]([S:8]([N:11]2[CH:16]([CH2:17][CH3:18])[CH2:15][C:14](=[O:19])[CH2:13][CH:12]2[C:20]([O:22][CH2:23][CH3:24])=[O:21])(=[O:10])=[O:9])=[CH:4][CH:3]=1.C[Si](Cl)(C)C.[CH2:30](O)[CH2:31][OH:32]. The catalyst is C(Cl)Cl. The product is [Cl:1][C:2]1[CH:7]=[CH:6][C:5]([S:8]([N:11]2[CH:16]([CH2:17][CH3:18])[CH2:15][C:14]3([O:32][CH2:31][CH2:30][O:19]3)[CH2:13][CH:12]2[C:20]([O:22][CH2:23][CH3:24])=[O:21])(=[O:9])=[O:10])=[CH:4][CH:3]=1. The yield is 0.960. (4) The reactants are [CH3:1][C:2]1[CH:7]=[CH:6][C:5]([S:8](Cl)(=[O:10])=[O:9])=[CH:4][CH:3]=1.CCN(CC)CC.[F:19][C:20]([F:24])([F:23])[CH2:21][OH:22].O. The catalyst is C(Cl)Cl. The product is [CH3:1][C:2]1[CH:7]=[CH:6][C:5]([S:8]([O:22][CH2:21][C:20]([F:24])([F:23])[F:19])(=[O:10])=[O:9])=[CH:4][CH:3]=1. The yield is 0.930. (5) The reactants are [CH3:1][N:2]([CH:10]1[CH2:15][CH2:14][CH:13]([N:16]2[C:25]3[C:20](=[CH:21][C:22]([NH:26][C:27]([C:29]4[S:30][CH:31]=[CH:32][CH:33]=4)=[NH:28])=[CH:23][CH:24]=3)[CH2:19][CH2:18][CH2:17]2)[CH2:12][CH2:11]1)C(=O)OC(C)(C)C.N1CCC(N2CCCCC3C=C(NC(C4SC=CC=4)=N)C=CC2=3)C1. The catalyst is CO.Cl. The product is [CH3:1][NH:2][CH:10]1[CH2:11][CH2:12][CH:13]([N:16]2[C:25]3[C:20](=[CH:21][C:22]([NH:26][C:27]([C:29]4[S:30][CH:31]=[CH:32][CH:33]=4)=[NH:28])=[CH:23][CH:24]=3)[CH2:19][CH2:18][CH2:17]2)[CH2:14][CH2:15]1. The yield is 0.790. (6) The reactants are [NH2:1][C:2]1[CH:7]=[CH:6][CH:5]=[CH:4][CH:3]=1.C[Al](C)C.[O:12]=[C:13]1[CH:18]=[CH:17][N:16]([C:19]2[CH:24]=[CH:23][CH:22]=[C:21]([C:25]([F:28])([F:27])[F:26])[CH:20]=2)[N:15]=[C:14]1[C:29]([O:31]C)=O. The catalyst is C(Cl)Cl. The product is [O:12]=[C:13]1[CH:18]=[CH:17][N:16]([C:19]2[CH:24]=[CH:23][CH:22]=[C:21]([C:25]([F:26])([F:27])[F:28])[CH:20]=2)[N:15]=[C:14]1[C:29]([NH:1][C:2]1[CH:7]=[CH:6][CH:5]=[CH:4][CH:3]=1)=[O:31]. The yield is 0.300.